Dataset: Full USPTO retrosynthesis dataset with 1.9M reactions from patents (1976-2016). Task: Predict the reactants needed to synthesize the given product. (1) Given the product [Br:31][C:26]1[CH:27]=[CH:28][CH:29]=[CH:30][C:25]=1[C:20]1[CH:19]=[CH:18][C:17]2[C:22](=[CH:23][CH:24]=[C:15]([C:13]3[N:12]([CH:32]4[CH2:33][CH2:34][CH2:35][CH2:36][CH2:37]4)[C:9]4=[N:10][CH:11]=[C:6]([C:4]([OH:5])=[O:3])[CH:7]=[C:8]4[N:14]=3)[CH:16]=2)[N:21]=1, predict the reactants needed to synthesize it. The reactants are: C([O:3][C:4]([C:6]1[CH:7]=[C:8]2[N:14]=[C:13]([C:15]3[CH:16]=[C:17]4[C:22](=[CH:23][CH:24]=3)[N:21]=[C:20]([C:25]3[CH:30]=[CH:29][CH:28]=[CH:27][C:26]=3[Br:31])[CH:19]=[CH:18]4)[N:12]([CH:32]3[CH2:37][CH2:36][CH2:35][CH2:34][CH2:33]3)[C:9]2=[N:10][CH:11]=1)=[O:5])C.[OH-].[Na+].Cl. (2) The reactants are: [Si]([O:8][CH2:9][C:10]1[C:11]([F:35])=[C:12]([C:16]2[CH:17]=[N:18][C:19]([CH:22]3[CH2:27][CH2:26][N:25](C(OC(C)(C)C)=O)[CH2:24][CH2:23]3)=[N:20][CH:21]=2)[CH:13]=[CH:14][CH:15]=1)(C(C)(C)C)(C)C.Cl.CCOC(C)=O. Given the product [F:35][C:11]1[C:12]([C:16]2[CH:17]=[N:18][C:19]([CH:22]3[CH2:23][CH2:24][NH:25][CH2:26][CH2:27]3)=[N:20][CH:21]=2)=[CH:13][CH:14]=[CH:15][C:10]=1[CH2:9][OH:8], predict the reactants needed to synthesize it.